Dataset: Peptide-MHC class I binding affinity with 185,985 pairs from IEDB/IMGT. Task: Regression. Given a peptide amino acid sequence and an MHC pseudo amino acid sequence, predict their binding affinity value. This is MHC class I binding data. (1) The peptide sequence is QRSGRRQKR. The MHC is HLA-B27:05 with pseudo-sequence HLA-B27:05. The binding affinity (normalized) is 0.106. (2) The peptide sequence is ITWYSKNFW. The MHC is Mamu-B17 with pseudo-sequence Mamu-B17. The binding affinity (normalized) is 0.262. (3) The peptide sequence is IYRSFYRRT. The MHC is H-2-Db with pseudo-sequence H-2-Db. The binding affinity (normalized) is 0.00610.